From a dataset of Reaction yield outcomes from USPTO patents with 853,638 reactions. Predict the reaction yield, written as a fraction of the theoretical maximum amount of product (1.0 means a 100% yield; for example, 0.34 means a 34% yield). The reactants are Br[C:2]1[CH:7]=[CH:6][C:5]([C@H:8]2[CH2:11][C@H:10]([OH:12])[CH2:9]2)=[CH:4][CH:3]=1.[Cl:13][C:14]1[CH:22]=[C:21]2[C:17]([C:18]([C:23]([O:25][CH3:26])=[O:24])=[CH:19][NH:20]2)=[CH:16][C:15]=1B1OCC(C)(C)CO1.C(=O)([O-])[O-].[K+].[K+]. The catalyst is C1(C)C=CC=CC=1.C(O)C.C(OCC)(=O)C.O.C1C=CC(P(C2C=CC=CC=2)[C-]2C=CC=C2)=CC=1.C1C=CC(P(C2C=CC=CC=2)[C-]2C=CC=C2)=CC=1.Cl[Pd]Cl.[Fe+2]. The product is [Cl:13][C:14]1[CH:22]=[C:21]2[C:17]([C:18]([C:23]([O:25][CH3:26])=[O:24])=[CH:19][NH:20]2)=[CH:16][C:15]=1[C:2]1[CH:7]=[CH:6][C:5]([C@H:8]2[CH2:11][C@H:10]([OH:12])[CH2:9]2)=[CH:4][CH:3]=1. The yield is 0.610.